This data is from Catalyst prediction with 721,799 reactions and 888 catalyst types from USPTO. The task is: Predict which catalyst facilitates the given reaction. (1) Reactant: [CH3:1][O:2][C:3](=[O:14])[C:4]1[CH:9]=[CH:8][C:7]([N+:10]([O-:12])=[O:11])=[C:6]([CH3:13])[CH:5]=1.C[O:16]C(OC)N(C)C.I([O-])(=O)(=O)=O.[Na+]. Product: [CH3:1][O:2][C:3](=[O:14])[C:4]1[CH:9]=[CH:8][C:7]([N+:10]([O-:12])=[O:11])=[C:6]([CH:13]=[O:16])[CH:5]=1. The catalyst class is: 20. (2) Reactant: [CH3:1][CH:2]([CH3:12])[CH2:3][C:4](=O)[CH2:5][C:6]([O:8]CC)=[O:7].[N:13]([C:16]1[CH:26]=[CH:25][C:19]([C:20]([NH:22][CH2:23][CH3:24])=[O:21])=[CH:18][CH:17]=1)=[N+:14]=[N-:15].[O-]CC.[Na+].O. Product: [CH2:23]([NH:22][C:20]([C:19]1[CH:25]=[CH:26][C:16]([N:13]2[C:4]([CH2:3][CH:2]([CH3:1])[CH3:12])=[C:5]([C:6]([OH:8])=[O:7])[N:15]=[N:14]2)=[CH:17][CH:18]=1)=[O:21])[CH3:24]. The catalyst class is: 8. (3) Reactant: [Si:1]([O:18][C:19]1C=C2[C:26](=[C:27]3[CH:32]=[C:31](O)C=C[C:28]=13)[N:25]=[C:24]([Cl:34])C=C2)([C:14]([CH3:17])([CH3:16])[CH3:15])([C:8]1[CH:13]=[CH:12][CH:11]=[CH:10][CH:9]=1)[C:2]1[CH:7]=[CH:6][CH:5]=[CH:4][CH:3]=1.[CH:35]1([CH2:38][OH:39])[CH2:37][CH2:36]1.[C:53]1(P([C:53]2[CH:58]=[CH:57][CH:56]=[CH:55][CH:54]=2)[C:53]2[CH:58]=[CH:57][CH:56]=[CH:55][CH:54]=2)[CH:58]=[CH:57][CH:56]=[CH:55][CH:54]=1.CC(OC(/N=N/C(OC(C)(C)C)=O)=O)(C)C. Product: [Si:1]([O:18][C:19]1[C:24]([Cl:34])=[N:25][C:26]2[C:27]([CH:28]=1)=[CH:32][CH:31]=[C:58]1[CH:57]=[CH:56][C:55]([O:39][CH2:38][CH:35]3[CH2:37][CH2:36]3)=[CH:54][C:53]=21)([C:14]([CH3:15])([CH3:17])[CH3:16])([C:2]1[CH:7]=[CH:6][CH:5]=[CH:4][CH:3]=1)[C:8]1[CH:13]=[CH:12][CH:11]=[CH:10][CH:9]=1. The catalyst class is: 1. (4) Reactant: C(N(CC)CC)C.[CH3:8][S:9](Cl)(=[O:11])=[O:10].[C:13]([NH:16][C:17]1[CH:22]=[C:21]([CH2:23][OH:24])[CH:20]=[CH:19][N:18]=1)(=[O:15])[CH3:14].O. Product: [C:13]([NH:16][C:17]1[CH:22]=[C:21]([CH2:23][O:24][S:9]([CH3:8])(=[O:11])=[O:10])[CH:20]=[CH:19][N:18]=1)(=[O:15])[CH3:14]. The catalyst class is: 7.